Dataset: NCI-60 drug combinations with 297,098 pairs across 59 cell lines. Task: Regression. Given two drug SMILES strings and cell line genomic features, predict the synergy score measuring deviation from expected non-interaction effect. (1) Cell line: NCI-H226. Synergy scores: CSS=7.09, Synergy_ZIP=0.583, Synergy_Bliss=1.53, Synergy_Loewe=-17.2, Synergy_HSA=-2.09. Drug 1: CC12CCC3C(C1CCC2O)C(CC4=C3C=CC(=C4)O)CCCCCCCCCS(=O)CCCC(C(F)(F)F)(F)F. Drug 2: CCC1(C2=C(COC1=O)C(=O)N3CC4=CC5=C(C=CC(=C5CN(C)C)O)N=C4C3=C2)O.Cl. (2) Drug 1: CC1=C(N=C(N=C1N)C(CC(=O)N)NCC(C(=O)N)N)C(=O)NC(C(C2=CN=CN2)OC3C(C(C(C(O3)CO)O)O)OC4C(C(C(C(O4)CO)O)OC(=O)N)O)C(=O)NC(C)C(C(C)C(=O)NC(C(C)O)C(=O)NCCC5=NC(=CS5)C6=NC(=CS6)C(=O)NCCC[S+](C)C)O. Drug 2: CN(C(=O)NC(C=O)C(C(C(CO)O)O)O)N=O. Cell line: CCRF-CEM. Synergy scores: CSS=26.2, Synergy_ZIP=-8.76, Synergy_Bliss=-3.50, Synergy_Loewe=-26.1, Synergy_HSA=-2.84. (3) Drug 1: CCC1(CC2CC(C3=C(CCN(C2)C1)C4=CC=CC=C4N3)(C5=C(C=C6C(=C5)C78CCN9C7C(C=CC9)(C(C(C8N6C=O)(C(=O)OC)O)OC(=O)C)CC)OC)C(=O)OC)O.OS(=O)(=O)O. Drug 2: CC1C(C(CC(O1)OC2CC(CC3=C2C(=C4C(=C3O)C(=O)C5=C(C4=O)C(=CC=C5)OC)O)(C(=O)CO)O)N)O.Cl. Cell line: NCI-H522. Synergy scores: CSS=43.5, Synergy_ZIP=7.26, Synergy_Bliss=7.09, Synergy_Loewe=4.50, Synergy_HSA=7.25. (4) Drug 1: CC1=C(C=C(C=C1)NC(=O)C2=CC=C(C=C2)CN3CCN(CC3)C)NC4=NC=CC(=N4)C5=CN=CC=C5. Drug 2: C(=O)(N)NO. Cell line: HCT-15. Synergy scores: CSS=2.71, Synergy_ZIP=3.30, Synergy_Bliss=-6.84, Synergy_Loewe=-1.41, Synergy_HSA=-5.98.